This data is from Full USPTO retrosynthesis dataset with 1.9M reactions from patents (1976-2016). The task is: Predict the reactants needed to synthesize the given product. (1) Given the product [CH3:1][N:2]1[C:6]([CH:7]=[O:8])=[CH:5][C:4]([O:9][CH2:10][C:11]2[C:12]([CH3:26])=[N:13][N:14]([C:16]3[CH:21]=[CH:20][C:19]([C:22]([F:25])([F:23])[F:24])=[CH:18][N:17]=3)[CH:15]=2)=[N:3]1, predict the reactants needed to synthesize it. The reactants are: [CH3:1][N:2]1[C:6]([CH2:7][OH:8])=[CH:5][C:4]([O:9][CH2:10][C:11]2[C:12]([CH3:26])=[N:13][N:14]([C:16]3[CH:21]=[CH:20][C:19]([C:22]([F:25])([F:24])[F:23])=[CH:18][N:17]=3)[CH:15]=2)=[N:3]1. (2) Given the product [NH2:32][C:30]1[N:31]=[C:10]([S:11][CH3:12])[C:9]([C:15]2[CH:16]=[CH:17][C:18](=[O:24])[N:19]([CH:21]([CH3:23])[CH3:22])[N:20]=2)=[C:1]([C:2]2[CH:7]=[CH:6][CH:5]=[CH:4][CH:3]=2)[N:29]=1, predict the reactants needed to synthesize it. The reactants are: [C:1]([C:9]([C:15]1[CH:16]=[CH:17][C:18](=[O:24])[N:19]([CH:21]([CH3:23])[CH3:22])[N:20]=1)=[C:10](SC)[S:11][CH3:12])(=O)[C:2]1[CH:7]=[CH:6][CH:5]=[CH:4][CH:3]=1.C(=O)(O)O.[NH2:29][C:30]([NH2:32])=[NH:31].O.C(OC(C)C)(C)C. (3) Given the product [Br:15][C:16]1[CH:17]=[C:18]2[C:23](=[CH:24][CH:25]=1)[N:22]=[C:21]([N:5]1[CH2:6][CH2:7][CH:2]([CH3:1])[CH2:3][CH2:4]1)[CH:20]=[C:19]2[CH3:27], predict the reactants needed to synthesize it. The reactants are: [CH3:1][CH:2]1[CH2:7][CH2:6][NH:5][CH2:4][CH2:3]1.C(N(CC)CC)C.[Br:15][C:16]1[CH:17]=[C:18]2[C:23](=[CH:24][CH:25]=1)[N:22]=[C:21](Cl)[CH:20]=[C:19]2[CH3:27].